From a dataset of Forward reaction prediction with 1.9M reactions from USPTO patents (1976-2016). Predict the product of the given reaction. Given the reactants [Br:1][C:2]1[CH:3]=[C:4]2[C:8](=[CH:9][CH:10]=1)[N:7]([CH3:11])[C:6]([CH2:12][OH:13])=[CH:5]2.N1C=CN=C1.[Si:19](Cl)([C:22]([CH3:25])([CH3:24])[CH3:23])([CH3:21])[CH3:20], predict the reaction product. The product is: [Br:1][C:2]1[CH:3]=[C:4]2[C:8](=[CH:9][CH:10]=1)[N:7]([CH3:11])[C:6]([CH2:12][O:13][Si:19]([C:22]([CH3:25])([CH3:24])[CH3:23])([CH3:21])[CH3:20])=[CH:5]2.